From a dataset of Forward reaction prediction with 1.9M reactions from USPTO patents (1976-2016). Predict the product of the given reaction. (1) The product is: [F:23][C:22]1[C:17]([C:13]2[N:12]([CH2:11][C:6]3[N:5]=[CH:4][N:3]=[C:2]([NH:49][NH2:50])[C:7]=3[CH2:8][CH2:9][CH3:10])[CH:16]=[CH:15][N:14]=2)=[N:18][CH:19]=[CH:20][CH:21]=1. Given the reactants Cl[C:2]1[C:7]([CH2:8][CH2:9][CH3:10])=[C:6]([CH2:11][N:12]2[CH:16]=[CH:15][N:14]=[C:13]2[C:17]2[C:22]([F:23])=[CH:21][CH:20]=[CH:19][N:18]=2)[N:5]=[CH:4][N:3]=1.C(C1C(Cl)=NC=NC=1CBr)CC.FC1C(C2NC=CN=2)=NC=CC=1.O.[NH2:49][NH2:50], predict the reaction product. (2) Given the reactants F[C:2]1[CH:10]=[C:9]2[C:5]([C:6](=[O:20])[C:7](=[O:19])[N:8]2[CH2:11][C:12]([O:14][C:15]([CH3:18])([CH3:17])[CH3:16])=[O:13])=[CH:4][CH:3]=1.[NH:21]1[CH2:26][CH2:25][O:24][CH2:23][CH2:22]1.C(OCC)(=O)C, predict the reaction product. The product is: [O:24]1[CH2:25][CH2:26][N:21]([C:2]2[CH:10]=[C:9]3[C:5]([C:6](=[O:20])[C:7](=[O:19])[N:8]3[CH2:11][C:12]([O:14][C:15]([CH3:18])([CH3:17])[CH3:16])=[O:13])=[CH:4][CH:3]=2)[CH2:22][CH2:23]1. (3) Given the reactants [F:1][C:2]1[CH:3]=[C:4]([CH:17]=[CH:18][CH:19]=1)[C:5]([CH:7]1C(=O)O[C:10](C)([CH3:14])[O:9][C:8]1=[O:16])=[O:6], predict the reaction product. The product is: [F:1][C:2]1[CH:3]=[C:4]([C:5](=[O:6])[CH2:7][C:8]([O:9][CH2:10][CH3:14])=[O:16])[CH:17]=[CH:18][CH:19]=1. (4) Given the reactants [N+:1]([C:4]1[CH:5]=[C:6]([CH:10]2[C:18](=[O:19])[C:17]3[C:12](=[CH:13][CH:14]=[CH:15][CH:16]=3)[C:11]2=O)[CH:7]=[CH:8][CH:9]=1)([O-])=O.O.[NH2:22][NH2:23], predict the reaction product. The product is: [NH2:1][C:4]1[CH:5]=[C:6]([CH:7]=[CH:8][CH:9]=1)[CH2:10][C:11]1[C:12]2[C:17](=[CH:16][CH:15]=[CH:14][CH:13]=2)[C:18](=[O:19])[NH:23][N:22]=1.